This data is from Forward reaction prediction with 1.9M reactions from USPTO patents (1976-2016). The task is: Predict the product of the given reaction. (1) The product is: [CH3:37][S:38][C:2]1[C:7]([NH:8][C:9](=[O:15])[CH2:10][OH:11])=[C:6]([S:41][CH3:43])[CH:5]=[C:4]([CH3:17])[N:3]=1. Given the reactants Cl[C:2]1[C:7]([NH:8][C:9](=[O:15])[CH2:10][O:11]C(=O)C)=[C:6](Cl)[CH:5]=[C:4]([CH3:17])[N:3]=1.C1OCCOCCOCCOCCOCCOC1.O.[CH3:37][S-:38].[Na+].C[S:41]([CH3:43])=O, predict the reaction product. (2) The product is: [CH2:24]([N:21]1[C:16]2=[N:17][C:18]([CH2:19][CH3:20])=[C:13]([CH2:12][NH:11][C:6](=[O:7])[C:5]3[CH:9]=[CH:10][C:2]([F:1])=[CH:3][CH:4]=3)[C:14]([NH:26][CH:27]3[CH2:28][CH2:29][O:30][CH2:31][CH2:32]3)=[C:15]2[CH:23]=[N:22]1)[CH3:25]. Given the reactants [F:1][C:2]1[CH:10]=[CH:9][C:5]([C:6](Cl)=[O:7])=[CH:4][CH:3]=1.[NH2:11][CH2:12][C:13]1[C:18]([CH2:19][CH3:20])=[N:17][C:16]2[N:21]([CH2:24][CH3:25])[N:22]=[CH:23][C:15]=2[C:14]=1[NH:26][CH:27]1[CH2:32][CH2:31][O:30][CH2:29][CH2:28]1.CCN(C(C)C)C(C)C, predict the reaction product. (3) Given the reactants [CH:1]1([N:4]2[C:8]3[CH:9]=[CH:10][CH:11]=[CH:12][C:7]=3[N:6]([CH2:13][CH2:14][CH2:15][N:16]3[CH2:47][CH2:46][C:19]4([N:23]([C:24]5[CH:29]=[CH:28][C:27]([F:30])=[CH:26][CH:25]=5)[CH2:22][N:21]([CH2:31][C:32]5[CH:44]=[CH:43][CH:42]=[CH:41][C:33]=5[C:34]([O:36]C(C)(C)C)=[O:35])[C:20]4=[O:45])[CH2:18][CH2:17]3)[C:5]2=[O:48])[CH2:3][CH2:2]1, predict the reaction product. The product is: [CH:1]1([N:4]2[C:8]3[CH:9]=[CH:10][CH:11]=[CH:12][C:7]=3[N:6]([CH2:13][CH2:14][CH2:15][N:16]3[CH2:47][CH2:46][C:19]4([N:23]([C:24]5[CH:29]=[CH:28][C:27]([F:30])=[CH:26][CH:25]=5)[CH2:22][N:21]([CH2:31][C:32]5[CH:44]=[CH:43][CH:42]=[CH:41][C:33]=5[C:34]([OH:36])=[O:35])[C:20]4=[O:45])[CH2:18][CH2:17]3)[C:5]2=[O:48])[CH2:2][CH2:3]1. (4) Given the reactants [Si:1]([O:8][C@H:9]([C@@:11]1([NH:31][C:32]([N:34]([CH3:36])[CH3:35])=[O:33])[C:16](=[O:17])[C@@:15]2([CH2:18][OH:19])[C@H:13]([O:14]2)[C@@H:12]1[NH:20][C:21](=[O:30])[O:22][CH2:23][C:24]1[CH:29]=[CH:28][CH:27]=[CH:26][CH:25]=1)[CH3:10])([C:4]([CH3:7])([CH3:6])[CH3:5])([CH3:3])[CH3:2].CCN(CC)CC.[CH3:44][C:45]([Si:48](Cl)([C:55]1[CH:60]=[CH:59][CH:58]=[CH:57][CH:56]=1)[C:49]1[CH:54]=[CH:53][CH:52]=[CH:51][CH:50]=1)([CH3:47])[CH3:46].[NH4+].[Cl-], predict the reaction product. The product is: [Si:1]([O:8][C@H:9]([C@@:11]1([NH:31][C:32]([N:34]([CH3:36])[CH3:35])=[O:33])[C:16](=[O:17])[C@@:15]2([CH2:18][O:19][Si:48]([C:45]([CH3:47])([CH3:46])[CH3:44])([C:55]3[CH:56]=[CH:57][CH:58]=[CH:59][CH:60]=3)[C:49]3[CH:54]=[CH:53][CH:52]=[CH:51][CH:50]=3)[C@H:13]([O:14]2)[C@@H:12]1[NH:20][C:21](=[O:30])[O:22][CH2:23][C:24]1[CH:29]=[CH:28][CH:27]=[CH:26][CH:25]=1)[CH3:10])([C:4]([CH3:6])([CH3:5])[CH3:7])([CH3:3])[CH3:2]. (5) Given the reactants [Cl:1][C:2]1[CH:3]=[C:4]2[C:10](B3OC(C)(C)C(C)(C)O3)=[CH:9][N:8]([CH2:20][O:21][CH2:22][CH2:23][Si:24]([CH3:27])([CH3:26])[CH3:25])[C:5]2=[N:6][CH:7]=1.Br[C:29]1[CH:30]=[C:31]([NH:35][C@H:36]([CH:45]([CH3:47])[CH3:46])[C:37]([NH:39][CH2:40][C:41]([F:44])([F:43])[F:42])=[O:38])[CH:32]=[N:33][CH:34]=1.C([O-])([O-])=O.[Na+].[Na+].O, predict the reaction product. The product is: [Cl:1][C:2]1[CH:3]=[C:4]2[C:10]([C:29]3[CH:30]=[C:31]([NH:35][CH:36]([CH:45]([CH3:47])[CH3:46])[C:37]([NH:39][CH2:40][C:41]([F:44])([F:43])[F:42])=[O:38])[CH:32]=[N:33][CH:34]=3)=[CH:9][N:8]([CH2:20][O:21][CH2:22][CH2:23][Si:24]([CH3:25])([CH3:26])[CH3:27])[C:5]2=[N:6][CH:7]=1. (6) Given the reactants [C:1]([O:5][C:6](=[O:28])[NH:7][C:8]1[CH:13]=[C:12]([N:14]([CH3:16])[CH3:15])[C:11]([C:17]#[C:18][C:19]2[CH:24]=[CH:23][CH:22]=[CH:21][CH:20]=2)=[CH:10][C:9]=1[N+:25]([O-])=O)([CH3:4])([CH3:3])[CH3:2].O.O.Cl[Sn]Cl, predict the reaction product. The product is: [C:1]([O:5][C:6](=[O:28])[NH:7][C:8]1[CH:13]=[C:12]([N:14]([CH3:16])[CH3:15])[C:11]([C:17]#[C:18][C:19]2[CH:24]=[CH:23][CH:22]=[CH:21][CH:20]=2)=[CH:10][C:9]=1[NH2:25])([CH3:4])([CH3:2])[CH3:3]. (7) Given the reactants [Cl:1][C:2]1[CH:7]=[CH:6][C:5]([O:8][CH3:9])=[CH:4][C:3]=1I.[F:11][C:12]1[CH:13]=[C:14](B(O)O)[CH:15]=[CH:16][CH:17]=1.C(=O)([O-])[O-].[Na+].[Na+], predict the reaction product. The product is: [Cl:1][C:2]1[CH:7]=[CH:6][C:5]([O:8][CH3:9])=[CH:4][C:3]=1[C:16]1[CH:15]=[CH:14][CH:13]=[C:12]([F:11])[CH:17]=1. (8) Given the reactants [Br:1][C:2]1[C:3]([NH:22][S:23]([CH3:26])(=[O:25])=[O:24])=[CH:4][C:5]2[O:9][C:8]([C:10]3[CH:15]=[CH:14][C:13]([F:16])=[CH:12][CH:11]=3)=[C:7]([C:17]([NH:19][CH3:20])=[O:18])[C:6]=2[CH:21]=1.Br[CH2:28][CH2:29][CH2:30][OH:31].C([O-])([O-])=O.[K+].[K+], predict the reaction product. The product is: [Br:1][C:2]1[C:3]([N:22]([CH2:28][CH2:29][CH2:30][OH:31])[S:23]([CH3:26])(=[O:24])=[O:25])=[CH:4][C:5]2[O:9][C:8]([C:10]3[CH:11]=[CH:12][C:13]([F:16])=[CH:14][CH:15]=3)=[C:7]([C:17]([NH:19][CH3:20])=[O:18])[C:6]=2[CH:21]=1.